The task is: Regression. Given two drug SMILES strings and cell line genomic features, predict the synergy score measuring deviation from expected non-interaction effect.. This data is from Merck oncology drug combination screen with 23,052 pairs across 39 cell lines. Drug 1: CCC1=CC2CN(C1)Cc1c([nH]c3ccccc13)C(C(=O)OC)(c1cc3c(cc1OC)N(C)C1C(O)(C(=O)OC)C(OC(C)=O)C4(CC)C=CCN5CCC31C54)C2. Drug 2: O=C(NOCC(O)CO)c1ccc(F)c(F)c1Nc1ccc(I)cc1F. Cell line: NCIH2122. Synergy scores: synergy=-32.0.